Dataset: Catalyst prediction with 721,799 reactions and 888 catalyst types from USPTO. Task: Predict which catalyst facilitates the given reaction. Reactant: [CH3:1][C:2]1[CH:43]=[CH:42][C:5]([CH2:6][NH:7][C:8]([CH:10]2[CH2:15][N:14]([C:16]3[CH:21]=[CH:20][N:19]=[C:18]([NH:22][C:23]4[CH:28]=[C:27]([O:29][CH3:30])[C:26]([O:31][CH3:32])=[C:25]([O:33][CH3:34])[CH:24]=4)[N:17]=3)[CH2:13][CH2:12][N:11]2C(OC(C)(C)C)=O)=[O:9])=[CH:4][CH:3]=1.C(O)(C(F)(F)F)=O. Product: [CH3:1][C:2]1[CH:3]=[CH:4][C:5]([CH2:6][NH:7][C:8]([CH:10]2[CH2:15][N:14]([C:16]3[CH:21]=[CH:20][N:19]=[C:18]([NH:22][C:23]4[CH:28]=[C:27]([O:29][CH3:30])[C:26]([O:31][CH3:32])=[C:25]([O:33][CH3:34])[CH:24]=4)[N:17]=3)[CH2:13][CH2:12][NH:11]2)=[O:9])=[CH:42][CH:43]=1. The catalyst class is: 2.